This data is from Peptide-MHC class II binding affinity with 134,281 pairs from IEDB. The task is: Regression. Given a peptide amino acid sequence and an MHC pseudo amino acid sequence, predict their binding affinity value. This is MHC class II binding data. (1) The peptide sequence is VCGMFTNRSGSQQW. The MHC is DRB4_0101 with pseudo-sequence DRB4_0103. The binding affinity (normalized) is 0.172. (2) The peptide sequence is LISRVLDGLVMTTIS. The MHC is HLA-DQA10102-DQB10602 with pseudo-sequence HLA-DQA10102-DQB10602. The binding affinity (normalized) is 0.473. (3) The peptide sequence is SSMMEAMVSRARIDA. The MHC is DRB5_0101 with pseudo-sequence DRB5_0101. The binding affinity (normalized) is 0.250. (4) The peptide sequence is TARLNSLGEAWTGGG. The MHC is DRB5_0101 with pseudo-sequence DRB5_0101. The binding affinity (normalized) is 0. (5) The peptide sequence is KPTAAGPKDNGGACG. The MHC is DRB1_0701 with pseudo-sequence DRB1_0701. The binding affinity (normalized) is 0. (6) The peptide sequence is GSDPKKLVLNIKYTRPGDSL. The MHC is DRB1_1302 with pseudo-sequence DRB1_1302. The binding affinity (normalized) is 0.589. (7) The peptide sequence is AAAAPAAVGAAVGGT. The MHC is HLA-DQA10201-DQB10202 with pseudo-sequence HLA-DQA10201-DQB10202. The binding affinity (normalized) is 0.